From a dataset of Forward reaction prediction with 1.9M reactions from USPTO patents (1976-2016). Predict the product of the given reaction. (1) Given the reactants N1C=CN=C1CN1C(=O)COC2N=C(C3C=CC(C4(N)CCC4)=CC=3)C(C3C=CC=CC=3)=CC1=2.C(OC(=O)[NH:41][C:42]1([C:46]2[CH:51]=[CH:50][C:49]([C:52]3[C:53]([C:67]4[CH:72]=[CH:71][CH:70]=[CH:69][CH:68]=4)=[CH:54][C:55]4[N:60]([CH2:61][CH2:62][O:63][CH3:64])[C:59](=[O:65])[CH2:58][O:57][C:56]=4[N:66]=3)=[CH:48][CH:47]=2)[CH2:45][CH2:44][CH2:43]1)(C)(C)C, predict the reaction product. The product is: [NH2:41][C:42]1([C:46]2[CH:51]=[CH:50][C:49]([C:52]3[C:53]([C:67]4[CH:68]=[CH:69][CH:70]=[CH:71][CH:72]=4)=[CH:54][C:55]4[N:60]([CH2:61][CH2:62][O:63][CH3:64])[C:59](=[O:65])[CH2:58][O:57][C:56]=4[N:66]=3)=[CH:48][CH:47]=2)[CH2:43][CH2:44][CH2:45]1. (2) Given the reactants [Br:1][C:2]1[C:7]([O:8][CH3:9])=[CH:6][C:5]2[O:10][CH2:11][C:12]3[C:16]([C:17]([O:19]CC)=[O:18])=[N:15][N:14]([C:22]4[CH:26]=[CH:25][S:24][CH:23]=4)[C:13]=3[C:4]=2[CH:3]=1.C1COCC1.O.O[Li].O, predict the reaction product. The product is: [Br:1][C:2]1[C:7]([O:8][CH3:9])=[CH:6][C:5]2[O:10][CH2:11][C:12]3[C:16]([C:17]([OH:19])=[O:18])=[N:15][N:14]([C:22]4[CH:26]=[CH:25][S:24][CH:23]=4)[C:13]=3[C:4]=2[CH:3]=1. (3) Given the reactants [C:1]1([C:21]2[CH:26]=[CH:25][CH:24]=[CH:23][CH:22]=2)[CH:6]=[CH:5][C:4]([NH:7][C:8](=[O:20])[C:9]2[CH:14]=[CH:13][C:12]([O:15][CH3:16])=[C:11]([N+:17]([O-])=O)[CH:10]=2)=[CH:3][CH:2]=1, predict the reaction product. The product is: [NH2:17][C:11]1[CH:10]=[C:9]([CH:14]=[CH:13][C:12]=1[O:15][CH3:16])[C:8]([NH:7][C:4]1[CH:3]=[CH:2][C:1]([C:21]2[CH:26]=[CH:25][CH:24]=[CH:23][CH:22]=2)=[CH:6][CH:5]=1)=[O:20]. (4) Given the reactants Br[CH2:2][C:3]1[CH:10]=[CH:9][C:6]([C:7]#[N:8])=[CH:5][N:4]=1.[CH3:11][S:12]([C:15]1[CH:41]=[CH:40][C:18]([CH2:19][NH:20][C:21]([C:23]2[C:28](=[O:29])[C:27]([C:30]3[CH:35]=[CH:34][CH:33]=[C:32]([CH:36]([F:38])[F:37])[CH:31]=3)=[C:26]([CH3:39])[NH:25][CH:24]=2)=[O:22])=[CH:17][CH:16]=1)(=[O:14])=[O:13], predict the reaction product. The product is: [CH3:11][S:12]([C:15]1[CH:16]=[CH:17][C:18]([CH2:19][NH:20][C:21]([C:23]2[C:28](=[O:29])[C:27]([C:30]3[CH:35]=[CH:34][CH:33]=[C:32]([CH:36]([F:37])[F:38])[CH:31]=3)=[C:26]([CH3:39])[N:25]([CH2:2][C:3]3[CH:10]=[CH:9][C:6]([C:7]#[N:8])=[CH:5][N:4]=3)[CH:24]=2)=[O:22])=[CH:40][CH:41]=1)(=[O:14])=[O:13]. (5) Given the reactants [CH3:1][C:2]1[CH:7]=[C:6]([N+:8]([O-:10])=[O:9])[CH:5]=[CH:4][C:3]=1[N:11]=[C:12]1[NH:16][C@@H:15]([CH2:17][CH:18]([CH3:20])[CH3:19])[CH2:14][S:13]1.[CH2:21](Br)[C:22]([CH3:25])([CH3:24])[CH3:23], predict the reaction product. The product is: [CH3:21][C:22]([CH3:25])([CH3:24])[CH2:23][N:11]([C:3]1[CH:4]=[CH:5][C:6]([N+:8]([O-:10])=[O:9])=[CH:7][C:2]=1[CH3:1])[C:12]1[S:13][CH2:14][C@H:15]([CH2:17][CH:18]([CH3:20])[CH3:19])[N:16]=1. (6) The product is: [C:14]([O:1][CH2:2][CH2:3][O:4][C:5]1[CH:13]=[CH:12][C:8]([C:9]([OH:11])=[O:10])=[CH:7][CH:6]=1)(=[O:18])[C:15]([CH3:17])=[CH2:16]. Given the reactants [OH:1][CH2:2][CH2:3][O:4][C:5]1[CH:13]=[CH:12][C:8]([C:9]([OH:11])=[O:10])=[CH:7][CH:6]=1.[C:14](O)(=[O:18])[C:15]([CH3:17])=[CH2:16].C1(C=CC(O)=CC=1)O.O, predict the reaction product.